This data is from Catalyst prediction with 721,799 reactions and 888 catalyst types from USPTO. The task is: Predict which catalyst facilitates the given reaction. (1) Reactant: [CH3:1][C:2]([O:5][C:6]([N:8]1[C@@H:15]([C:16]2[CH:21]=[CH:20][C:19]([O:22][CH2:23][C:24]3[CH:29]=[CH:28][CH:27]=[CH:26][CH:25]=3)=[CH:18][CH:17]=2)[CH2:14][CH2:13][C@H:9]1[C:10](O)=[O:11])=[O:7])([CH3:4])[CH3:3].CC[N:32](C(C)C)C(C)C.CN(C(ON1N=NC2C=CC=CC1=2)=[N+](C)C)C.[B-](F)(F)(F)F.C[Si](C)(C)N[Si](C)(C)C.C([O-])(O)=O.[Na+]. Product: [NH2:32][C:10]([C@@H:9]1[CH2:13][CH2:14][C@H:15]([C:16]2[CH:21]=[CH:20][C:19]([O:22][CH2:23][C:24]3[CH:29]=[CH:28][CH:27]=[CH:26][CH:25]=3)=[CH:18][CH:17]=2)[N:8]1[C:6]([O:5][C:2]([CH3:4])([CH3:3])[CH3:1])=[O:7])=[O:11]. The catalyst class is: 18. (2) Reactant: [CH3:1][O:2][C:3](=[O:12])[C:4]1[CH:9]=[CH:8][C:7](F)=[CH:6][C:5]=1[CH3:11].CN1CCCC1=O.Cl.[CH3:21][C@H:22]1[CH2:26][CH2:25][NH:24][CH2:23]1.C(=O)([O-])[O-].[K+].[K+]. The catalyst class is: 13. Product: [CH3:1][O:2][C:3](=[O:12])[C:4]1[CH:9]=[CH:8][C:7]([N:24]2[CH2:25][CH2:26][C@H:22]([CH3:21])[CH2:23]2)=[CH:6][C:5]=1[CH3:11]. (3) Reactant: F[C:2]1[CH:3]=[N:4][CH:5]=[CH:6][C:7]=1[C:8]1[O:9][C:10]2[CH:16]=[CH:15][C:14]([C:17]([F:20])([F:19])[F:18])=[CH:13][C:11]=2[N:12]=1.C(=O)([O-])[O-].[K+].[K+].[CH3:27][N:28](C=O)[CH3:29].CNC. Product: [CH3:27][N:28]([CH3:29])[C:2]1[CH:3]=[N:4][CH:5]=[CH:6][C:7]=1[C:8]1[O:9][C:10]2[CH:16]=[CH:15][C:14]([C:17]([F:20])([F:19])[F:18])=[CH:13][C:11]=2[N:12]=1. The catalyst class is: 90. (4) Reactant: CSC.[Cl:4][C:5]1[CH:6]=[C:7]([CH:27]=[CH:28][CH:29]=1)[CH2:8][CH:9]1[C:18]2[C:13](=[CH:14][CH:15]=[C:16]([CH:19]=[CH2:20])[CH:17]=2)[CH2:12][CH2:11][CH:10]1[NH:21][C:22](=[O:26])[O:23][CH2:24][CH3:25].[OH:30]O.[OH-].[Na+]. Product: [CH2:24]([O:23][C:22](=[O:26])[NH:21][CH:10]1[CH2:11][CH2:12][C:13]2[C:18](=[CH:17][C:16]([CH2:19][CH2:20][OH:30])=[CH:15][CH:14]=2)[CH:9]1[CH2:8][C:7]1[CH:27]=[CH:28][CH:29]=[C:5]([Cl:4])[CH:6]=1)[CH3:25]. The catalyst class is: 20. (5) Reactant: [O:1]1[C:5]([C:6]([OH:8])=O)=[CH:4][N:3]=[CH:2]1.CCN(C(C)C)C(C)C.CN(C(ON1N=NC2C=CC=NC1=2)=[N+](C)C)C.F[P-](F)(F)(F)(F)F.[NH2:42][C:43]1[CH:48]=[CH:47][C:46]([C:49]2[S:53][C:52]([C:54]([O:56][CH3:57])=[O:55])=[C:51]([N:58]([C:62]([C@H:64]3[CH2:69][CH2:68][C@H:67]([CH3:70])[CH2:66][CH2:65]3)=[O:63])[CH:59]([CH3:61])[CH3:60])[CH:50]=2)=[CH:45][CH:44]=1. Product: [CH3:70][C@H:67]1[CH2:68][CH2:69][C@H:64]([C:62]([N:58]([CH:59]([CH3:61])[CH3:60])[C:51]2[CH:50]=[C:49]([C:46]3[CH:47]=[CH:48][C:43]([NH:42][C:6]([C:5]4[O:1][CH:2]=[N:3][CH:4]=4)=[O:8])=[CH:44][CH:45]=3)[S:53][C:52]=2[C:54]([O:56][CH3:57])=[O:55])=[O:63])[CH2:65][CH2:66]1. The catalyst class is: 3. (6) Product: [CH2:1]([O:8][C:9]([NH:11][C:12]1[CH:21]=[C:20]2[C:15]([CH:16]=[C:17]([C:22]([O:24][CH3:25])=[O:23])[CH:18]=[N:19]2)=[CH:14][CH:13]=1)=[O:10])[C:2]1[CH:7]=[CH:6][CH:5]=[CH:4][CH:3]=1. The catalyst class is: 198. Reactant: [CH2:1]([O:8][C:9]([NH:11][C:12]1[CH:21]=[C:20]2[C:15]([CH:16]=[C:17]([C:22]([OH:24])=[O:23])[CH:18]=[N:19]2)=[CH:14][CH:13]=1)=[O:10])[C:2]1[CH:7]=[CH:6][CH:5]=[CH:4][CH:3]=1.[C:25](Cl)(=O)C(Cl)=O.CO.CCN(CC)CC. (7) Reactant: [CH3:1][N:2]1[CH2:7][CH2:6][NH:5][CH2:4][CH2:3]1.[NH2:8][C:9]1[CH:17]=[C:16]([N+:18]([O-:20])=[O:19])[CH:15]=[CH:14][C:10]=1[C:11](Cl)=[O:12]. Product: [NH2:8][C:9]1[CH:17]=[C:16]([N+:18]([O-:20])=[O:19])[CH:15]=[CH:14][C:10]=1[C:11]([N:5]1[CH2:6][CH2:7][N:2]([CH3:1])[CH2:3][CH2:4]1)=[O:12]. The catalyst class is: 2. (8) Reactant: [C@H:1]1([NH:11][C:12]2[O:13][CH2:14][C:15]3[CH:21]=[C:20]([NH2:22])[CH:19]=[CH:18][C:16]=3[N:17]=2)[C:10]2[C:5](=[CH:6][CH:7]=[CH:8][CH:9]=2)[CH2:4][CH2:3][CH2:2]1.O=C1CCC(=O)N1[O:30][C:31](=O)[CH2:32][Cl:33]. Product: [Cl:33][CH2:32][C:31]([NH:22][C:20]1[CH:19]=[CH:18][C:16]2[N:17]=[C:12]([NH:11][C@H:1]3[C:10]4[C:5](=[CH:6][CH:7]=[CH:8][CH:9]=4)[CH2:4][CH2:3][CH2:2]3)[O:13][CH2:14][C:15]=2[CH:21]=1)=[O:30]. The catalyst class is: 10.